This data is from NCI-60 drug combinations with 297,098 pairs across 59 cell lines. The task is: Regression. Given two drug SMILES strings and cell line genomic features, predict the synergy score measuring deviation from expected non-interaction effect. (1) Drug 1: CC1=C(C=C(C=C1)NC2=NC=CC(=N2)N(C)C3=CC4=NN(C(=C4C=C3)C)C)S(=O)(=O)N.Cl. Drug 2: CC1C(C(=O)NC(C(=O)N2CCCC2C(=O)N(CC(=O)N(C(C(=O)O1)C(C)C)C)C)C(C)C)NC(=O)C3=C4C(=C(C=C3)C)OC5=C(C(=O)C(=C(C5=N4)C(=O)NC6C(OC(=O)C(N(C(=O)CN(C(=O)C7CCCN7C(=O)C(NC6=O)C(C)C)C)C)C(C)C)C)N)C. Cell line: CCRF-CEM. Synergy scores: CSS=16.5, Synergy_ZIP=12.1, Synergy_Bliss=17.6, Synergy_Loewe=19.1, Synergy_HSA=17.8. (2) Drug 1: C1=CC(=CC=C1CCCC(=O)O)N(CCCl)CCCl. Drug 2: CN1C2=C(C=C(C=C2)N(CCCl)CCCl)N=C1CCCC(=O)O.Cl. Cell line: DU-145. Synergy scores: CSS=37.5, Synergy_ZIP=2.90, Synergy_Bliss=-0.386, Synergy_Loewe=-12.7, Synergy_HSA=-2.91. (3) Drug 1: CCC1(CC2CC(C3=C(CCN(C2)C1)C4=CC=CC=C4N3)(C5=C(C=C6C(=C5)C78CCN9C7C(C=CC9)(C(C(C8N6C=O)(C(=O)OC)O)OC(=O)C)CC)OC)C(=O)OC)O.OS(=O)(=O)O. Drug 2: CN1C2=C(C=C(C=C2)N(CCCl)CCCl)N=C1CCCC(=O)O.Cl. Cell line: NCI-H322M. Synergy scores: CSS=-0.0550, Synergy_ZIP=5.43, Synergy_Bliss=-0.835, Synergy_Loewe=0.994, Synergy_HSA=-3.41. (4) Drug 1: C1=CC(=C2C(=C1NCCNCCO)C(=O)C3=C(C=CC(=C3C2=O)O)O)NCCNCCO. Drug 2: CC12CCC3C(C1CCC2O)C(CC4=C3C=CC(=C4)O)CCCCCCCCCS(=O)CCCC(C(F)(F)F)(F)F. Cell line: SNB-19. Synergy scores: CSS=34.9, Synergy_ZIP=-3.94, Synergy_Bliss=-7.87, Synergy_Loewe=-29.7, Synergy_HSA=-5.80. (5) Drug 1: CC12CCC(CC1=CCC3C2CCC4(C3CC=C4C5=CN=CC=C5)C)O. Drug 2: C1=C(C(=O)NC(=O)N1)F. Cell line: NCI/ADR-RES. Synergy scores: CSS=29.5, Synergy_ZIP=-12.5, Synergy_Bliss=-10.7, Synergy_Loewe=-7.72, Synergy_HSA=-7.11. (6) Drug 1: CC(C1=C(C=CC(=C1Cl)F)Cl)OC2=C(N=CC(=C2)C3=CN(N=C3)C4CCNCC4)N. Drug 2: CC1C(C(CC(O1)OC2CC(CC3=C2C(=C4C(=C3O)C(=O)C5=CC=CC=C5C4=O)O)(C(=O)C)O)N)O. Cell line: SR. Synergy scores: CSS=47.5, Synergy_ZIP=-11.2, Synergy_Bliss=-19.5, Synergy_Loewe=-19.2, Synergy_HSA=-16.0. (7) Drug 1: CN(CCCl)CCCl.Cl. Drug 2: C1CN(CCN1C(=O)CCBr)C(=O)CCBr. Cell line: NCI-H522. Synergy scores: CSS=40.9, Synergy_ZIP=-7.57, Synergy_Bliss=-4.60, Synergy_Loewe=1.79, Synergy_HSA=3.27.